This data is from Catalyst prediction with 721,799 reactions and 888 catalyst types from USPTO. The task is: Predict which catalyst facilitates the given reaction. (1) Product: [CH2:15]([C:12]1([CH2:17][CH3:18])[C:13]2[CH:14]=[C:2]([CH:26]=[O:25])[CH:3]=[CH:4][C:5]=2[C:6]2[C:11]1=[CH:10][C:9]([N:19]1[CH2:24][CH2:23][CH2:22][CH2:21][CH2:20]1)=[CH:8][CH:7]=2)[CH3:16]. Reactant: Br[C:2]1[CH:14]=[C:13]2[C:5]([C:6]3[CH:7]=[CH:8][C:9]([N:19]4[CH2:24][CH2:23][CH2:22][CH2:21][CH2:20]4)=[CH:10][C:11]=3[C:12]2([CH2:17][CH3:18])[CH2:15][CH3:16])=[CH:4][CH:3]=1.[O:25]1CCC[CH2:26]1.C([Li])CCC. The catalyst class is: 9. (2) Reactant: [CH3:1][O:2][C:3]([C:5]1([OH:8])[CH2:7][CH2:6]1)=[O:4].[H-].[Na+].[CH2:11](Br)[C:12]1[CH:17]=[CH:16][CH:15]=[CH:14][CH:13]=1. Product: [CH3:1][O:2][C:3]([C:5]1([O:8][CH2:11][C:12]2[CH:17]=[CH:16][CH:15]=[CH:14][CH:13]=2)[CH2:7][CH2:6]1)=[O:4]. The catalyst class is: 49. (3) Reactant: [N+:1]([C:4]1[CH:9]=[CH:8][N+:7]([O-])=[C:6]([NH:11][CH2:12][CH2:13][N:14]2[CH2:18][CH2:17][CH2:16][CH2:15]2)[CH:5]=1)([O-])=O.[H][H]. Product: [N:14]1([CH2:13][CH2:12][NH:11][C:6]2[CH:5]=[C:4]([NH2:1])[CH:9]=[CH:8][N:7]=2)[CH2:18][CH2:17][CH2:16][CH2:15]1. The catalyst class is: 94. (4) Reactant: [Cl:1][C:2]1[CH:7]=[CH:6][C:5]([C:8]2[C:14]3[CH:15]=[C:16]([C:19]4[CH:24]=[CH:23][C:22]([CH:25]=O)=[CH:21][CH:20]=4)[CH:17]=[CH:18][C:13]=3[N:12]3[C:27]([CH3:30])=[N:28][N:29]=[C:11]3[C@H:10]([CH2:31][C:32]([NH:34][CH2:35][CH3:36])=[O:33])[N:9]=2)=[CH:4][CH:3]=1.Cl.[CH2:38]([NH2:40])[CH3:39].C(O[BH-](OC(=O)C)OC(=O)C)(=O)C.[Na+].C(=O)([O-])O.[Na+]. Product: [Cl:1][C:2]1[CH:7]=[CH:6][C:5]([C:8]2[C:14]3[CH:15]=[C:16]([C:19]4[CH:20]=[CH:21][C:22]([CH2:25][NH:40][CH2:38][CH3:39])=[CH:23][CH:24]=4)[CH:17]=[CH:18][C:13]=3[N:12]3[C:27]([CH3:30])=[N:28][N:29]=[C:11]3[C@H:10]([CH2:31][C:32]([NH:34][CH2:35][CH3:36])=[O:33])[N:9]=2)=[CH:4][CH:3]=1. The catalyst class is: 322.